From a dataset of Peptide-MHC class I binding affinity with 185,985 pairs from IEDB/IMGT. Regression. Given a peptide amino acid sequence and an MHC pseudo amino acid sequence, predict their binding affinity value. This is MHC class I binding data. (1) The peptide sequence is FMVYVPLPA. The MHC is HLA-A66:01 with pseudo-sequence HLA-A66:01. The binding affinity (normalized) is 0.213. (2) The peptide sequence is DHHFTPQII. The MHC is HLA-A26:01 with pseudo-sequence HLA-A26:01. The binding affinity (normalized) is 0. (3) The peptide sequence is YLLEMLWRL. The MHC is HLA-A11:01 with pseudo-sequence HLA-A11:01. The binding affinity (normalized) is 0. (4) The peptide sequence is LPFRNCPRF. The MHC is HLA-B53:01 with pseudo-sequence HLA-B53:01. The binding affinity (normalized) is 0.406. (5) The peptide sequence is RRAIRGEKL. The MHC is Mamu-B03 with pseudo-sequence Mamu-B03. The binding affinity (normalized) is 0.644. (6) The peptide sequence is NYYIVTCCF. The MHC is H-2-Kd with pseudo-sequence H-2-Kd. The binding affinity (normalized) is 0.222.